Dataset: Forward reaction prediction with 1.9M reactions from USPTO patents (1976-2016). Task: Predict the product of the given reaction. The product is: [C:22]([NH:25][C:26]1[N:31]=[CH:30][C:29]([NH:32][C:19]([C:6]2[N:7]([CH2:11][C:12]3[CH:17]=[CH:16][CH:15]=[C:14]([F:18])[CH:13]=3)[C:8]3[C:4]([CH:5]=2)=[CH:3][C:2]([F:1])=[CH:10][CH:9]=3)=[O:21])=[CH:28][CH:27]=1)(=[O:24])[CH3:23]. Given the reactants [F:1][C:2]1[CH:3]=[C:4]2[C:8](=[CH:9][CH:10]=1)[N:7]([CH2:11][C:12]1[CH:17]=[CH:16][CH:15]=[C:14]([F:18])[CH:13]=1)[C:6]([C:19]([OH:21])=O)=[CH:5]2.[C:22]([NH:25][C:26]1[N:31]=[CH:30][C:29]([NH2:32])=[CH:28][CH:27]=1)(=[O:24])[CH3:23], predict the reaction product.